This data is from Drug-target binding data from BindingDB using Ki measurements. The task is: Regression. Given a target protein amino acid sequence and a drug SMILES string, predict the binding affinity score between them. We predict pKi (pKi = -log10(Ki in M); higher means stronger inhibition). Dataset: bindingdb_ki. The drug is O=C(CN1C(=O)/C(=C/c2ccc(O)c(O)c2)SC1=S)NCCSc1cc(C(=O)[O-])nc(C(=O)[O-])c1. The target protein (P06149) has sequence MSSMTTTDNKAFLNELARLVGSSHLLTDPAKTARYRKGFRSGQGDALAVVFPGSLLELWRVLKACVTADKIILMQAANTGLTEGSTPNGNDYDRDVVIISTLRLDKLHVLGKGEQVLAYPGTTLYSLEKALKPLGREPHSVIGSSCIGASVIGGICNNSGGSLVQRGPAYTEMSLFARINEDGKLTLVNHLGIDLGETPEQILSKLDDDRIKDDDVRHDGRHAHDYDYVHRVRDIEADTPARYNADPDRLFESSGCAGKLAVFAVRLDTFEAEKNQQVFYIGTNQPEVLTEIRRHILANFENLPVAGEYMHRDIYDIAEKYGKDTFLMIDKLGTDKMPFFFNLKGRTDAMLEKVKFFRPHFTDRAMQKFGHLFPSHLPPRMKNWRDKYEHHLLLKMAGDGVGEAKSWLVDYFKQAEGDFFVCTPEEGSKAFLHRFAAAGAAIRYQAVHSDEVEDILALDIALRRNDTEWYEHLPPEIDSQLVHKLYYGHFMCYVFHQDYI.... The pKi is 6.2.